Dataset: Reaction yield outcomes from USPTO patents with 853,638 reactions. Task: Predict the reaction yield, written as a fraction of the theoretical maximum amount of product (1.0 means a 100% yield; for example, 0.34 means a 34% yield). (1) The reactants are [NH2:1][C:2]1[CH:7]=[C:6]([Cl:8])[CH:5]=[CH:4][C:3]=1[S:9]([NH2:12])(=[O:11])=[O:10].[Cl:13][C:14]1[CH:19]=[CH:18][C:17](/[CH:20]=[CH:21]/[S:22](Cl)(=[O:24])=[O:23])=[C:16]([O:26][CH3:27])[CH:15]=1. The product is [Cl:8][C:6]1[CH:5]=[CH:4][C:3]([S:9]([NH2:12])(=[O:11])=[O:10])=[C:2]([NH:1][S:22](/[CH:21]=[CH:20]/[C:17]2[CH:18]=[CH:19][C:14]([Cl:13])=[CH:15][C:16]=2[O:26][CH3:27])(=[O:23])=[O:24])[CH:7]=1. No catalyst specified. The yield is 1.00. (2) The reactants are [OH:1][C:2]1[C:3]([C:9]#[N:10])=[CH:4][NH:5][C:6](=[O:8])[CH:7]=1.Br[C:12]1[CH:17]=[CH:16][C:15]([S:18]([CH3:21])(=[O:20])=[O:19])=[CH:14][CH:13]=1.COC1C2C(=C3C(=CC=2)C(OC)=CC=N3)N=CC=1.C(=O)([O-])[O-].[K+].[K+].Cl. The catalyst is CS(C)=O.[Cu]I.O. The product is [OH:1][C:2]1[C:3]([C:9]#[N:10])=[CH:4][N:5]([C:12]2[CH:17]=[CH:16][C:15]([S:18]([CH3:21])(=[O:20])=[O:19])=[CH:14][CH:13]=2)[C:6](=[O:8])[CH:7]=1. The yield is 0.0574. (3) The reactants are [F:1][C:2]1[CH:7]=[CH:6][CH:5]=[CH:4][C:3]=1[C:8]1[N:9]([S:19]([C:22]2[CH:23]=[N:24][CH:25]=[CH:26][CH:27]=2)(=[O:21])=[O:20])[CH:10]=[C:11]2[C:15](=O)[CH2:14][C:13]([CH3:18])([CH3:17])[C:12]=12.[CH3:28][NH2:29].O1CCCC1.[BH4-].[Na+]. The catalyst is CO.C(O[Ti](OC(C)C)(OC(C)C)OC(C)C)(C)C. The product is [F:1][C:2]1[CH:7]=[CH:6][CH:5]=[CH:4][C:3]=1[C:8]1[N:9]([S:19]([C:22]2[CH:23]=[N:24][CH:25]=[CH:26][CH:27]=2)(=[O:21])=[O:20])[CH:10]=[C:11]2[CH:15]([NH:29][CH3:28])[CH2:14][C:13]([CH3:18])([CH3:17])[C:12]=12. The yield is 0.290. (4) The reactants are [CH3:1][C:2]1[CH:7]=[CH:6][C:5]([CH:8]=[CH:9][C:10]([OH:12])=[O:11])=[CH:4][CH:3]=1.[CH3:13]I.O. The catalyst is C1COCC1. The product is [CH3:1][C:2]1[CH:3]=[CH:4][C:5]([CH:8]=[CH:9][C:10]([O:12][CH3:13])=[O:11])=[CH:6][CH:7]=1. The yield is 0.840.